From a dataset of Catalyst prediction with 721,799 reactions and 888 catalyst types from USPTO. Predict which catalyst facilitates the given reaction. (1) Reactant: Br[C:2]1[C:3]([N:22]([CH3:27])[S:23]([CH3:26])(=[O:25])=[O:24])=[CH:4][C:5]2[O:9][C:8]([C:10]3[CH:15]=[CH:14][C:13]([F:16])=[CH:12][CH:11]=3)=[C:7]([C:17]([NH:19][CH3:20])=[O:18])[C:6]=2[CH:21]=1.CC1(C)C(C)(C)OB([C:36]2[CH2:40][N:39]([C:41]([O:43][C:44]([CH3:47])([CH3:46])[CH3:45])=[O:42])[C@H:38]([C:48]([O:50][CH3:51])=[O:49])[CH:37]=2)O1.[O-]P([O-])([O-])=O.[K+].[K+].[K+]. The catalyst class is: 75. Product: [F:16][C:13]1[CH:14]=[CH:15][C:10]([C:8]2[O:9][C:5]3[CH:4]=[C:3]([N:22]([CH3:27])[S:23]([CH3:26])(=[O:25])=[O:24])[C:2]([C:36]4[CH2:40][N:39]([C:41]([O:43][C:44]([CH3:47])([CH3:46])[CH3:45])=[O:42])[C@H:38]([C:48]([O:50][CH3:51])=[O:49])[CH:37]=4)=[CH:21][C:6]=3[C:7]=2[C:17](=[O:18])[NH:19][CH3:20])=[CH:11][CH:12]=1. (2) Reactant: [C:1]([C@@H:5]1[CH2:10][CH2:9][C@H:8]([OH:11])[CH2:7][CH2:6]1)([CH3:4])([CH3:3])[CH3:2].O[C:13]1[C:14]([C:30]([F:33])([F:32])[F:31])=[C:15]2[C:20](=[CH:21][CH:22]=1)[CH:19]=[C:18]([C@:23]1([CH3:29])[CH2:27][O:26][C:25](=[O:28])[NH:24]1)[CH:17]=[CH:16]2.C1(P(C2C=CC=CC=2)C2C=CC=CC=2)C=CC=CC=1.O1CCCC1.N(C(OC(C)C)=O)=NC(OC(C)C)=O. Product: [C:1]([C@H:5]1[CH2:6][CH2:7][C@H:8]([O:11][C:13]2[C:14]([C:30]([F:32])([F:33])[F:31])=[C:15]3[C:20](=[CH:21][CH:22]=2)[CH:19]=[C:18]([C@:23]2([CH3:29])[CH2:27][O:26][C:25](=[O:28])[NH:24]2)[CH:17]=[CH:16]3)[CH2:9][CH2:10]1)([CH3:4])([CH3:2])[CH3:3]. The catalyst class is: 2. (3) Reactant: C([Si](C)(C)[O:6][C:7]1[C:12]([CH3:13])=[CH:11][C:10]([CH:14]2[C:22]3[C:17](=[CH:18][CH:19]=[CH:20][CH:21]=3)[N:16]([CH2:23][C:24]3[CH:29]=[CH:28][CH:27]=[CH:26][C:25]=3[Cl:30])[C:15]2=[O:31])=[CH:9][C:8]=1[CH3:32])(C)(C)C.C[Si]([N-][Si](C)(C)C)(C)C.[K+].[CH3:45][O:46][C:47]1[CH:48]=[C:49]([CH:52]=[CH:53][CH:54]=1)[CH2:50]Br.CCCC[N+](CCCC)(CCCC)CCCC.[F-]. Product: [Cl:30][C:25]1[CH:26]=[CH:27][CH:28]=[CH:29][C:24]=1[CH2:23][N:16]1[C:17]2[C:22](=[CH:21][CH:20]=[CH:19][CH:18]=2)[C:14]([C:10]2[CH:9]=[C:8]([CH3:32])[C:7]([OH:6])=[C:12]([CH3:13])[CH:11]=2)([CH2:50][C:49]2[CH:52]=[CH:53][CH:54]=[C:47]([O:46][CH3:45])[CH:48]=2)[C:15]1=[O:31]. The catalyst class is: 3. (4) Reactant: [N+:1]([C:4]1[CH:5]=[C:6]([CH:33]=[C:34]([N+:36]([O-:38])=[O:37])[CH:35]=1)[C:7]([O:9][CH2:10][CH2:11][CH2:12][CH2:13][CH2:14][CH2:15][O:16][C:17](=[O:32])/[CH:18]=[CH:19]/[C:20]1[CH:25]=[CH:24][C:23]([O:26]C(OCC)=O)=[CH:22][CH:21]=1)=[O:8])([O-:3])=[O:2].N1C=CC=CC=1.[OH-].[NH4+].Cl. Product: [N+:1]([C:4]1[CH:5]=[C:6]([CH:33]=[C:34]([N+:36]([O-:38])=[O:37])[CH:35]=1)[C:7]([O:9][CH2:10][CH2:11][CH2:12][CH2:13][CH2:14][CH2:15][O:16][C:17](=[O:32])/[CH:18]=[CH:19]/[C:20]1[CH:25]=[CH:24][C:23]([OH:26])=[CH:22][CH:21]=1)=[O:8])([O-:3])=[O:2]. The catalyst class is: 21. (5) Reactant: C(O)(=O)C.[F-].C([N+](CCCC)(CCCC)CCCC)CCC.[C:23]([O:27][C:28]([C@@:30]1([CH2:45][CH2:46][O:47][Si](C(C)(C)C)(C)C)[CH:34]([F:35])[C:33](=[O:36])[N:32]([C@@H:37]([C:39]2[CH:44]=[CH:43][CH:42]=[CH:41][CH:40]=2)[CH3:38])[CH2:31]1)=[O:29])([CH3:26])([CH3:25])[CH3:24].C(OCC)(=O)C. Product: [C:23]([O:27][C:28]([C@@:30]1([CH2:45][CH2:46][OH:47])[CH:34]([F:35])[C:33](=[O:36])[N:32]([C@@H:37]([C:39]2[CH:44]=[CH:43][CH:42]=[CH:41][CH:40]=2)[CH3:38])[CH2:31]1)=[O:29])([CH3:26])([CH3:25])[CH3:24]. The catalyst class is: 7. (6) Reactant: CS(C)=O.[Br:5][C:6]1[CH:7]=[CH:8][C:9]([F:13])=[C:10]([SH:12])[CH:11]=1.CS(O[CH:19]1[CH2:24][CH2:23][CH:22]([C:25]([O:27][CH3:28])=[O:26])[CH2:21][CH2:20]1)(=O)=O.C(=O)([O-])[O-].[Cs+].[Cs+]. Product: [Br:5][C:6]1[CH:7]=[CH:8][C:9]([F:13])=[C:10]([S:12][CH:19]2[CH2:24][CH2:23][CH:22]([C:25]([O:27][CH3:28])=[O:26])[CH2:21][CH2:20]2)[CH:11]=1. The catalyst class is: 28.